From a dataset of CYP2D6 inhibition data for predicting drug metabolism from PubChem BioAssay. Regression/Classification. Given a drug SMILES string, predict its absorption, distribution, metabolism, or excretion properties. Task type varies by dataset: regression for continuous measurements (e.g., permeability, clearance, half-life) or binary classification for categorical outcomes (e.g., BBB penetration, CYP inhibition). Dataset: cyp2d6_veith. (1) The drug is O=C1CCCC=C1[C@@H](O)C1CCCCC1. The result is 0 (non-inhibitor). (2) The result is 1 (inhibitor). The molecule is CCCN(CCc1ccccc1)[C@H]1CCc2c(O)cccc2C1.